Dataset: Full USPTO retrosynthesis dataset with 1.9M reactions from patents (1976-2016). Task: Predict the reactants needed to synthesize the given product. (1) Given the product [C:14]([C:38]1[CH:34]=[C:32]([NH:23][C:22]([NH:9][CH2:8][C:7]2[CH:10]=[C:3]([F:2])[CH:4]=[CH:5][C:6]=2[O:11][C:12]2[CH:13]=[C:14]3[C:18](=[CH:19][CH:20]=2)[N:17]([CH3:21])[N:16]=[CH:15]3)=[O:25])[N:28]([C:29]2[CH:30]=[CH:4][C:3]([Cl:1])=[CH:10][CH:31]=2)[N:36]=1)([CH3:18])([CH3:15])[CH3:13], predict the reactants needed to synthesize it. The reactants are: [ClH:1].[F:2][C:3]1[CH:4]=[CH:5][C:6]([O:11][C:12]2[CH:13]=[C:14]3[C:18](=[CH:19][CH:20]=2)[N:17]([CH3:21])[N:16]=[CH:15]3)=[C:7]([CH:10]=1)[CH2:8][NH2:9].[C:22](=[O:25])([O-])[NH2:23].CC[N:28]([CH:32]([CH3:34])C)[CH:29]([CH3:31])[CH3:30].C[N:36]([CH:38]=O)C. (2) Given the product [F:34][C:2]1([F:1])[O:6][C:5]2[CH:7]=[CH:8][C:9]([C:11]3([C:14]([NH:16][CH:17]4[C:26]5[C:21](=[CH:22][C:23]([O:27][CH3:28])=[CH:24][CH:25]=5)[O:20][CH:19]([C:29]([OH:31])=[O:30])[CH2:18]4)=[O:15])[CH2:13][CH2:12]3)=[CH:10][C:4]=2[O:3]1, predict the reactants needed to synthesize it. The reactants are: [F:1][C:2]1([F:34])[O:6][C:5]2[CH:7]=[CH:8][C:9]([C:11]3([C:14]([NH:16][CH:17]4[C:26]5[C:21](=[CH:22][C:23]([O:27][CH3:28])=[CH:24][CH:25]=5)[O:20][CH:19]([C:29]([O:31]CC)=[O:30])[CH2:18]4)=[O:15])[CH2:13][CH2:12]3)=[CH:10][C:4]=2[O:3]1.FC1(F)OC2C=CC(C3(C(NC4C5C(=CC=CC=5)OC(C5CC(C(OCC)=O)C5)C4)=O)CC3)=CC=2O1. (3) Given the product [Cl:26][C:7]1[C:8]([NH:12][C:13](=[O:25])[CH2:14][CH:15]2[CH2:20][CH2:19][CH:18]([C:21]([F:24])([F:23])[F:22])[CH2:17][CH2:16]2)=[C:9]2[C:4](=[CH:5][CH:6]=1)[N:3]=[C:2]([N:27]1[CH2:32][CH2:31][NH:30][CH2:29][CH2:28]1)[CH:11]=[CH:10]2, predict the reactants needed to synthesize it. The reactants are: Cl[C:2]1[CH:11]=[CH:10][C:9]2[C:4](=[CH:5][CH:6]=[C:7]([Cl:26])[C:8]=2[NH:12][C:13](=[O:25])[CH2:14][CH:15]2[CH2:20][CH2:19][CH:18]([C:21]([F:24])([F:23])[F:22])[CH2:17][CH2:16]2)[N:3]=1.[NH:27]1[CH2:32][CH2:31][NH:30][CH2:29][CH2:28]1.